Dataset: Full USPTO retrosynthesis dataset with 1.9M reactions from patents (1976-2016). Task: Predict the reactants needed to synthesize the given product. (1) Given the product [C:1]([C:3]1[CH:4]=[C:5]([N:10]([CH2:15][C:16]2[CH:21]=[CH:20][CH:19]=[C:18]([B:23]3[O:27][C:26]([CH3:29])([CH3:28])[C:25]([CH3:31])([CH3:30])[O:24]3)[CH:17]=2)[C:11](=[O:14])[CH2:12][CH3:13])[CH:6]=[C:7]([F:9])[CH:8]=1)#[N:2], predict the reactants needed to synthesize it. The reactants are: [C:1]([C:3]1[CH:4]=[C:5]([N:10]([CH2:15][C:16]2[CH:21]=[CH:20][CH:19]=[C:18](I)[CH:17]=2)[C:11](=[O:14])[CH2:12][CH3:13])[CH:6]=[C:7]([F:9])[CH:8]=1)#[N:2].[B:23]1([B:23]2[O:27][C:26]([CH3:29])([CH3:28])[C:25]([CH3:31])([CH3:30])[O:24]2)[O:27][C:26]([CH3:29])([CH3:28])[C:25]([CH3:31])([CH3:30])[O:24]1.C([O-])(=O)C.[K+]. (2) Given the product [OH:6][C:7]1[CH:8]=[C:9]([CH:14]=[C:15]([O:17][C@@H:18]([CH3:22])[CH2:19][OH:20])[CH:16]=1)[C:10]([O:12][CH3:13])=[O:11], predict the reactants needed to synthesize it. The reactants are: C[Si](I)(C)C.[OH:6][C:7]1[CH:8]=[C:9]([CH:14]=[C:15]([O:17][C@@H:18]([CH3:22])[CH2:19][O:20]C)[CH:16]=1)[C:10]([O:12][CH3:13])=[O:11].O.O.O.O.O.S([O-])([O-])(=O)=S.[Na+].[Na+].C(=O)(O)[O-].[Na+]. (3) Given the product [OH:1][C@@H:2]1[CH2:7][CH2:6][CH2:5][CH2:4][C@H:3]1[NH:8][C:9]([C:11]1[C:16]([C:17]([F:20])([F:18])[F:19])=[N:15][C:14]([O:21][C:22]2[CH:27]=[CH:26][CH:25]=[CH:24][CH:23]=2)=[C:13]([C:28]2[CH:33]=[CH:32][C:31]([Cl:56])=[C:30]([Cl:34])[CH:29]=2)[N:12]=1)=[O:10], predict the reactants needed to synthesize it. The reactants are: [OH:1][C@@H:2]1[CH2:7][CH2:6][CH2:5][CH2:4][C@H:3]1[NH:8][C:9]([C:11]1[C:16]([C:17]([F:20])([F:19])[F:18])=[N:15][C:14]([O:21][C:22]2[CH:27]=[CH:26][CH:25]=[CH:24][CH:23]=2)=[C:13]([C:28]2[CH:33]=[CH:32][CH:31]=[C:30]([Cl:34])[CH:29]=2)[N:12]=1)=[O:10].COC(C1C(C(F)(F)F)=NC(Br)=C(C2C=CC([Cl:56])=C(Cl)C=2)N=1)=O. (4) Given the product [O:14]1[CH2:15][CH2:16][N:11]([C:10]2[C:5]3[S:4][CH:3]=[C:2]([C:21]4[CH:22]=[CH:23][N:18]=[CH:19][CH:20]=4)[C:6]=3[N:7]=[C:8]([C:35]3[CH:36]=[N:37][C:38]([NH2:41])=[N:39][CH:40]=3)[N:9]=2)[CH2:12][CH2:13]1, predict the reactants needed to synthesize it. The reactants are: Br[C:2]1[C:6]2[N:7]=[C:8](Cl)[N:9]=[C:10]([N:11]3[CH2:16][CH2:15][O:14][CH2:13][CH2:12]3)[C:5]=2[S:4][CH:3]=1.[N:18]1[CH:23]=[CH:22][C:21](B(O)O)=[CH:20][CH:19]=1.CC1(C)C(C)(C)OB([C:35]2[CH:36]=[N:37][C:38]([NH2:41])=[N:39][CH:40]=2)O1. (5) Given the product [O:42]1[C:41]2[CH:45]=[CH:46][C:38]([S:35]([N:30]([CH2:31][CH:32]([CH3:33])[CH3:34])[CH2:29][C@@H:28]([OH:47])[C@@H:13]([NH:12][C:10](=[O:11])[O:9][C@@H:3]3[C@H:4]4[C@H:5]([O:6][CH2:7][CH2:8]4)[O:1][CH2:2]3)[CH2:14][C:15]3[CH:16]=[CH:17][C:18]([O:19][CH2:20][CH2:21][CH2:22][C:23]([NH:51][CH3:48])=[O:25])=[CH:26][CH:27]=3)(=[O:36])=[O:37])=[CH:39][C:40]=2[O:44][CH2:43]1, predict the reactants needed to synthesize it. The reactants are: [O:1]1[C@H:5]2[O:6][CH2:7][CH2:8][C@H:4]2[C@@H:3]([O:9][C:10]([NH:12][C@H:13]([C@H:28]([OH:47])[CH2:29][N:30]([S:35]([C:38]2[CH:46]=[CH:45][C:41]3[O:42][CH2:43][O:44][C:40]=3[CH:39]=2)(=[O:37])=[O:36])[CH2:31][CH:32]([CH3:34])[CH3:33])[CH2:14][C:15]2[CH:27]=[CH:26][C:18]([O:19][CH2:20][CH2:21][CH2:22][C:23]([OH:25])=O)=[CH:17][CH:16]=2)=[O:11])[CH2:2]1.[CH:48]([N:51](CC)C(C)C)(C)C.F[P-](F)(F)(F)(F)F.N1(OC(N(C)C)=[N+](C)C)C2N=CC=CC=2N=N1.CN. (6) Given the product [C:15]([C:17]1[CH:18]=[CH:19][C:20]([CH2:23][CH2:24][N:28]2[CH2:33][CH2:32][C:31](=[O:34])[CH2:30][CH2:29]2)=[CH:21][CH:22]=1)#[N:16], predict the reactants needed to synthesize it. The reactants are: C(O[BH-](OC(=O)C)OC(=O)C)(=O)C.[Na+].[C:15]([C:17]1[CH:22]=[CH:21][C:20]([CH2:23][CH:24]=O)=[CH:19][CH:18]=1)#[N:16].O.Cl.[NH:28]1[CH2:33][CH2:32][C:31](=[O:34])[CH2:30][CH2:29]1.